The task is: Predict the product of the given reaction.. This data is from Forward reaction prediction with 1.9M reactions from USPTO patents (1976-2016). (1) Given the reactants [C:1](Cl)(=[O:11])[C:2]1[CH:10]=[CH:9][CH:8]=[C:4]([C:5](Cl)=[O:6])[CH:3]=1.[NH2:13][C:14]1[CH:19]=[CH:18][CH:17]=[CH:16][N:15]=1.C(N(CC)CC)C.[NH2:27][C:28]1[CH:33]=[CH:32][C:31]([CH:34]=[CH2:35])=[CH:30][N:29]=1, predict the reaction product. The product is: [CH:34]([C:31]1[CH:32]=[CH:33][C:28]([NH:27][C:1]([C:2]2[CH:10]=[CH:9][CH:8]=[C:4]([C:5]([NH:13][C:14]3[CH:19]=[CH:18][CH:17]=[CH:16][N:15]=3)=[O:6])[CH:3]=2)=[O:11])=[N:29][CH:30]=1)=[CH2:35]. (2) The product is: [Cl:1][C:2]1[C:7]([Cl:8])=[C:6]([C:20]2[CH:21]=[CH:22][C:17]([O:10][C:11]3[CH:16]=[CH:15][CH:14]=[CH:13][CH:12]=3)=[CH:18][CH:19]=2)[CH:5]=[CH:4][N:3]=1. Given the reactants [Cl:1][C:2]1[C:7]([Cl:8])=[C:6](I)[CH:5]=[CH:4][N:3]=1.[O:10]([C:17]1[CH:22]=[CH:21][C:20](B(O)O)=[CH:19][CH:18]=1)[C:11]1[CH:16]=[CH:15][CH:14]=[CH:13][CH:12]=1.C([O-])(O)=O.[Na+], predict the reaction product. (3) Given the reactants [CH3:1][O:2][C:3]1[CH:4]=[C:5]([CH2:11][CH2:12][C:13]2[N:14]=[C:15]3[CH:21]=[C:20]([C:22]4[CH:23]=[N:24][N:25]([CH2:27][C:28]([OH:30])=O)[CH:26]=4)[N:19](S(C4C=CC=CC=4)(=O)=O)[C:16]3=[N:17][CH:18]=2)[CH:6]=[C:7]([O:9][CH3:10])[CH:8]=1.[CH3:40][NH:41][CH3:42].F[P-](F)(F)(F)(F)F.C[N+](C)=C(N(C)C)ON1C2N=CC=CC=2N=N1.C(N(CC)C(C)C)(C)C.C(=O)([O-])[O-].[K+].[K+], predict the reaction product. The product is: [CH3:10][O:9][C:7]1[CH:6]=[C:5]([CH2:11][CH2:12][C:13]2[N:14]=[C:15]3[CH:21]=[C:20]([C:22]4[CH:23]=[N:24][N:25]([CH2:27][C:28]([N:41]([CH3:42])[CH3:40])=[O:30])[CH:26]=4)[NH:19][C:16]3=[N:17][CH:18]=2)[CH:4]=[C:3]([O:2][CH3:1])[CH:8]=1. (4) Given the reactants [Cl:1][C:2]1[CH:41]=[CH:40][C:5]([CH2:6][C@@H:7]([NH:28][CH:29]2[CH2:34][CH2:33][CH:32]([C:35]3[NH:39][NH:38][NH:37][N:36]=3)[CH2:31][CH2:30]2)[C:8]([N:10]2[CH2:15][CH2:14][C:13]([CH:22]3[CH2:27][CH2:26][CH2:25][CH2:24][CH2:23]3)([CH2:16][N:17]3[CH:21]=[N:20][CH:19]=[N:18]3)[CH2:12][CH2:11]2)=[O:9])=[CH:4][CH:3]=1.Cl, predict the reaction product. The product is: [ClH:1].[Cl:1][C:2]1[CH:3]=[CH:4][C:5]([CH2:6][C@@H:7]([NH:28][CH:29]2[CH2:34][CH2:33][CH:32]([C:35]3[NH:39][NH:38][NH:37][N:36]=3)[CH2:31][CH2:30]2)[C:8]([N:10]2[CH2:15][CH2:14][C:13]([CH:22]3[CH2:27][CH2:26][CH2:25][CH2:24][CH2:23]3)([CH2:16][N:17]3[CH:21]=[N:20][CH:19]=[N:18]3)[CH2:12][CH2:11]2)=[O:9])=[CH:40][CH:41]=1.